This data is from Full USPTO retrosynthesis dataset with 1.9M reactions from patents (1976-2016). The task is: Predict the reactants needed to synthesize the given product. (1) Given the product [Cl:1][C:2]1[CH:3]=[C:4]2[C:9](=[C:10]([Cl:12])[N:11]=1)[C:8](=[O:13])[N:7]([CH3:16])[CH:6]=[CH:5]2, predict the reactants needed to synthesize it. The reactants are: [Cl:1][C:2]1[CH:3]=[C:4]2[C:9](=[C:10]([Cl:12])[N:11]=1)[C:8](=[O:13])[NH:7][CH:6]=[CH:5]2.[H-].[Na+].[CH3:16]I. (2) Given the product [O:24]=[C:16]1[C:15]([C:12]2[CH:11]=[CH:10][C:9]([C:4]3[CH:5]=[CH:6][CH:7]=[CH:8][N:3]=3)=[CH:14][CH:13]=2)=[N:19][C:18]2([CH2:23][CH2:22][O:21][CH2:20]2)[N:17]1[CH2:26][C:27]([NH:29][C:30]1[CH:35]=[CH:34][CH:33]=[C:32]([C:36]([F:37])([F:38])[F:39])[CH:31]=1)=[O:28], predict the reactants needed to synthesize it. The reactants are: [H-].[Na+].[N:3]1[CH:8]=[CH:7][CH:6]=[CH:5][C:4]=1[C:9]1[CH:14]=[CH:13][C:12]([C:15]2[C:16](=[O:24])[NH:17][C:18]3([CH2:23][CH2:22][O:21][CH2:20]3)[N:19]=2)=[CH:11][CH:10]=1.Br[CH2:26][C:27]([NH:29][C:30]1[CH:35]=[CH:34][CH:33]=[C:32]([C:36]([F:39])([F:38])[F:37])[CH:31]=1)=[O:28]. (3) The reactants are: [CH2:1]([O:3][C:4]([N:6]1[C:15]2[C:10](=[CH:11][C:12]([CH3:17])=[N:13][C:14]=2[CH3:16])[C:9](=O)[CH2:8][CH:7]1[CH2:19][CH3:20])=[O:5])[CH3:2].[NH2:21][OH:22].Cl.N1C=CC=CC=1. Given the product [CH2:1]([O:3][C:4]([N:6]1[C:15]2[C:10](=[CH:11][C:12]([CH3:17])=[N:13][C:14]=2[CH3:16])[C:9](=[N:21][OH:22])[CH2:8][CH:7]1[CH2:19][CH3:20])=[O:5])[CH3:2], predict the reactants needed to synthesize it. (4) Given the product [Br:1][C:2]1[C:7]([O:8][CH3:9])=[C:6]([CH:10]([N:18]2[C:19]3=[N:20][CH:21]=[N:22][C:23]([NH2:25])=[C:24]3[C:16]([CH3:15])=[N:17]2)[CH3:11])[CH:5]=[C:4]([Cl:13])[C:3]=1[CH3:14], predict the reactants needed to synthesize it. The reactants are: [Br:1][C:2]1[C:3]([CH3:14])=[C:4]([Cl:13])[CH:5]=[C:6]([CH:10](Cl)[CH3:11])[C:7]=1[O:8][CH3:9].[CH3:15][C:16]1[C:24]2[C:19](=[N:20][CH:21]=[N:22][C:23]=2[NH2:25])[NH:18][N:17]=1.[I-].[K+].C(=O)([O-])[O-].[Cs+].[Cs+]. (5) Given the product [C:17]([O:20][C:21]([N:12]1[CH2:11][C:10]2([CH2:14][CH2:15][NH:8][CH2:9]2)[CH2:13]1)=[O:22])([CH3:19])([CH3:18])[CH3:16], predict the reactants needed to synthesize it. The reactants are: C([N:8]1[CH2:15][CH2:14][C:10]2([CH2:13][NH:12][CH2:11]2)[CH2:9]1)C1C=CC=CC=1.[CH3:16][C:17]([O:20][C:21](O[C:21]([O:20][C:17]([CH3:19])([CH3:18])[CH3:16])=[O:22])=[O:22])([CH3:19])[CH3:18]. (6) The reactants are: Cl.[N+:2]([O:5][CH2:6][CH2:7][CH2:8][O:9][C:10](=[O:21])[C@H:11]([CH2:13][CH2:14][C:15]1[CH:20]=[CH:19][CH:18]=[CH:17][CH:16]=1)[NH2:12])([O-:4])=[O:3].[C:22]([O:26][C:27](=[O:48])[C@@H:28]1[CH2:32][CH2:31][CH2:30][N:29]1[C:33](=[O:47])[C@H:34](OS(C1C=CC(C)=CC=1)(=O)=O)[CH3:35])([CH3:25])([CH3:24])[CH3:23].C(N(CC)CC)C. Given the product [C:22]([O:26][C:27](=[O:48])[C@@H:28]1[CH2:32][CH2:31][CH2:30][N:29]1[C:33](=[O:47])[C@H:34]([CH3:35])[NH:12][C@H:11]([C:10]([O:9][CH2:8][CH2:7][CH2:6][O:5][N+:2]([O-:4])=[O:3])=[O:21])[CH2:13][CH2:14][C:15]1[CH:20]=[CH:19][CH:18]=[CH:17][CH:16]=1)([CH3:24])([CH3:23])[CH3:25], predict the reactants needed to synthesize it. (7) Given the product [ClH:37].[CH3:1][O:2][CH2:3][CH:4]1[CH2:8][CH2:7][CH2:6][N:5]1[C:9]1[CH:10]=[C:11]([NH:15][C:16]2[C:17]3[N:34]=[CH:33][S:32][C:18]=3[N:19]=[C:20]([C:22]3[CH:23]=[C:24]([CH:29]=[CH:30][CH:31]=3)[C:25]([OH:27])=[O:26])[N:21]=2)[CH:12]=[CH:13][CH:14]=1, predict the reactants needed to synthesize it. The reactants are: [CH3:1][O:2][CH2:3][CH:4]1[CH2:8][CH2:7][CH2:6][N:5]1[C:9]1[CH:10]=[C:11]([NH:15][C:16]2[C:17]3[N:34]=[CH:33][S:32][C:18]=3[N:19]=[C:20]([C:22]3[CH:23]=[C:24]([CH:29]=[CH:30][CH:31]=3)[C:25]([O:27]C)=[O:26])[N:21]=2)[CH:12]=[CH:13][CH:14]=1.[OH-].[Na+].[ClH:37]. (8) Given the product [C:19]([O:23][C:24]([NH:26][CH2:27][C:28]1[CH:33]=[CH:32][CH:31]=[CH:30][C:29]=1[C:8]1[N:13]=[C:12]([C:14]([O:16][CH2:17][CH3:18])=[O:15])[CH:11]=[CH:10][CH:9]=1)=[O:25])([CH3:22])([CH3:20])[CH3:21], predict the reactants needed to synthesize it. The reactants are: COCCOC.Br[C:8]1[N:13]=[C:12]([C:14]([O:16][CH2:17][CH3:18])=[O:15])[CH:11]=[CH:10][CH:9]=1.[C:19]([O:23][C:24]([NH:26][CH2:27][C:28]1[CH:33]=[CH:32][CH:31]=[CH:30][C:29]=1B(O)O)=[O:25])([CH3:22])([CH3:21])[CH3:20].C(=O)([O-])[O-].[Na+].[Na+]. (9) The reactants are: [Cl:1][C:2]1[CH:7]=[C:6]([O:8][C:9]2[CH:14]=[CH:13][C:12]([N:15]=[C:16]=[O:17])=[CH:11][CH:10]=2)[N:5]=[CH:4][N:3]=1.[CH:18]([N:21]1[CH2:26][CH2:25][N:24]([CH2:27][C:28]2[CH:29]=[C:30]([CH:32]=[C:33]([C:35]([F:38])([F:37])[F:36])[CH:34]=2)[NH2:31])[CH2:23][CH2:22]1)([CH3:20])[CH3:19]. Given the product [Cl:1][C:2]1[N:3]=[CH:4][N:5]=[C:6]([O:8][C:9]2[CH:10]=[CH:11][C:12]([NH:15][C:16]([NH:31][C:30]3[CH:32]=[C:33]([C:35]([F:36])([F:37])[F:38])[CH:34]=[C:28]([CH2:27][N:24]4[CH2:23][CH2:22][N:21]([CH:18]([CH3:20])[CH3:19])[CH2:26][CH2:25]4)[CH:29]=3)=[O:17])=[CH:13][CH:14]=2)[CH:7]=1, predict the reactants needed to synthesize it.